Dataset: Reaction yield outcomes from USPTO patents with 853,638 reactions. Task: Predict the reaction yield, written as a fraction of the theoretical maximum amount of product (1.0 means a 100% yield; for example, 0.34 means a 34% yield). (1) The yield is 0.940. The product is [Cl:1][C:2]1[CH:3]=[CH:4][C:5]([CH:6]([OH:7])[CH:8]2[CH2:9][CH2:10][N:11]([C:14]([O:16][C:17]([CH3:19])([CH3:18])[CH3:20])=[O:15])[CH2:12][CH2:13]2)=[CH:21][CH:22]=1. The reactants are [Cl:1][C:2]1[CH:22]=[CH:21][C:5]([C:6]([CH:8]2[CH2:13][CH2:12][N:11]([C:14]([O:16][C:17]([CH3:20])([CH3:19])[CH3:18])=[O:15])[CH2:10][CH2:9]2)=[O:7])=[CH:4][CH:3]=1.[BH4-].[Na+]. The catalyst is C(O)C. (2) The reactants are [F:1][C:2]1[C:10]([O:11][CH3:12])=[CH:9][CH:8]=[CH:7][C:3]=1[C:4]([OH:6])=O.C1CN([P+](ON2N=NC3C=CC=CC2=3)(N2CCCC2)N2CCCC2)CC1.F[P-](F)(F)(F)(F)F.C(N(CC)CC)C.Cl.[CH3:54][NH:55][O:56][CH3:57]. The catalyst is C1COCC1.C(Cl)Cl. The product is [F:1][C:2]1[C:10]([O:11][CH3:12])=[CH:9][CH:8]=[CH:7][C:3]=1[C:4]([N:55]([O:56][CH3:57])[CH3:54])=[O:6]. The yield is 0.370. (3) The reactants are [CH2:1]([N:4]([CH2:20][CH:21]=C)[CH2:5][CH:6]([C:8]1[CH:13]=[CH:12][C:11]([S:14]([CH2:17][CH2:18][CH3:19])(=[O:16])=[O:15])=[CH:10][CH:9]=1)[NH2:7])[CH:2]=C.C(=O)C.C(O)(=O)C.C([BH3-])#N.[Na+].CN1C(=O)CC(=O)N(C)C1=O. The catalyst is CO. The product is [CH2:20]([N:4]([CH2:1][CH3:2])[CH2:5][CH:6]([C:8]1[CH:13]=[CH:12][C:11]([S:14]([CH2:17][CH2:18][CH3:19])(=[O:15])=[O:16])=[CH:10][CH:9]=1)[NH2:7])[CH3:21]. The yield is 0.750.